Dataset: Full USPTO retrosynthesis dataset with 1.9M reactions from patents (1976-2016). Task: Predict the reactants needed to synthesize the given product. (1) Given the product [S:1]1[C:5]([CH:18]=[O:19])=[CH:4][C:3]2[CH:6]=[CH:7][CH:8]=[CH:9][C:2]1=2, predict the reactants needed to synthesize it. The reactants are: [S:1]1[CH:5]=[CH:4][C:3]2[CH:6]=[CH:7][CH:8]=[CH:9][C:2]1=2.C([Li])CCC.CN([CH:18]=[O:19])C. (2) The reactants are: [NH:1]1[CH:5]=[CH:4][CH:3]=[C:2]1[CH:6]=[O:7].[H-].[Na+].[C:10](O[C:10]([O:12][C:13]([CH3:16])([CH3:15])[CH3:14])=[O:11])([O:12][C:13]([CH3:16])([CH3:15])[CH3:14])=[O:11]. Given the product [C:10]([N:1]1[CH:5]=[CH:4][CH:3]=[C:2]1[CH:6]=[O:7])([O:12][C:13]([CH3:16])([CH3:15])[CH3:14])=[O:11], predict the reactants needed to synthesize it. (3) Given the product [C:21]([O:24][C@H:25]1[CH2:42][CH2:41][C@@:40]2([CH3:43])[C@@H:27]([CH2:28][CH2:29][C@:30]3([CH3:55])[C@@H:39]2[CH2:38][CH2:37][C@H:36]2[C@@:31]3([CH3:54])[CH2:32][CH2:33][C@@:34]3([C:51]([N:4]4[CH2:5][CH2:6][N:1]([C:7]([O:9][C:10]([CH3:13])([CH3:12])[CH3:11])=[O:8])[CH2:2][CH2:3]4)=[O:52])[CH2:46][CH2:45][C@@H:44]([C:47]4([CH3:50])[CH2:48][CH2:49]4)[C@@H:35]32)[C:26]1([CH3:57])[CH3:56])(=[O:23])[CH3:22], predict the reactants needed to synthesize it. The reactants are: [N:1]1([C:7]([O:9][C:10]([CH3:13])([CH3:12])[CH3:11])=[O:8])[CH2:6][CH2:5][NH:4][CH2:3][CH2:2]1.C(N(CC)CC)C.[C:21]([O:24][C@H:25]1[CH2:42][CH2:41][C@@:40]2([CH3:43])[C@@H:27]([CH2:28][CH2:29][C@:30]3([CH3:55])[C@@H:39]2[CH2:38][CH2:37][C@H:36]2[C@@:31]3([CH3:54])[CH2:32][CH2:33][C@@:34]3([C:51](Cl)=[O:52])[CH2:46][CH2:45][C@@H:44]([C:47]4([CH3:50])[CH2:49][CH2:48]4)[C@@H:35]32)[C:26]1([CH3:57])[CH3:56])(=[O:23])[CH3:22]. (4) Given the product [CH3:6][CH:7]1[CH2:11][CH2:10][CH2:9][N:8]1[CH2:12][CH2:13][CH2:14][O:15][C:16]1[CH:17]=[CH:18][C:19]([C:22]2[S:23][C:24]3[CH2:30][CH2:29][N:28]([CH2:2][C:3]([NH2:5])=[O:4])[CH2:27][CH2:26][C:25]=3[N:31]=2)=[CH:20][CH:21]=1, predict the reactants needed to synthesize it. The reactants are: Br[CH2:2][C:3]([NH2:5])=[O:4].[CH3:6][CH:7]1[CH2:11][CH2:10][CH2:9][N:8]1[CH2:12][CH2:13][CH2:14][O:15][C:16]1[CH:21]=[CH:20][C:19]([C:22]2[S:23][C:24]3[CH2:30][CH2:29][NH:28][CH2:27][CH2:26][C:25]=3[N:31]=2)=[CH:18][CH:17]=1.C(N(C(C)C)CC)(C)C.C(=O)([O-])[O-].[K+].[K+]. (5) Given the product [CH3:28][C@@H:26]1[CH2:27][C@@H:23]([CH:22]2[CH2:21][N@@:30]2[S:31]([C:34]2[CH:39]=[CH:38][CH:37]=[CH:36][C:35]=2[N+:40]([O-:42])=[O:41])(=[O:33])=[O:32])[O:24][C:25]1=[O:29], predict the reactants needed to synthesize it. The reactants are: N(C(OCC)=O)=NC(OCC)=O.C1(C)C=CC=CC=1.O[CH2:21][C@H:22]([NH:30][S:31]([C:34]1[CH:39]=[CH:38][CH:37]=[CH:36][C:35]=1[N+:40]([O-:42])=[O:41])(=[O:33])=[O:32])[C@@H:23]1[CH2:27][C@@H:26]([CH3:28])[C:25](=[O:29])[O:24]1.C1(P(C2C=CC=CC=2)C2C=CC=CC=2)C=CC=CC=1.